Dataset: Peptide-MHC class I binding affinity with 185,985 pairs from IEDB/IMGT. Task: Regression. Given a peptide amino acid sequence and an MHC pseudo amino acid sequence, predict their binding affinity value. This is MHC class I binding data. (1) The peptide sequence is FHAPPPSVC. The MHC is HLA-B15:17 with pseudo-sequence HLA-B15:17. The binding affinity (normalized) is 0.0847. (2) The peptide sequence is PVVYHDDDNT. The MHC is HLA-A02:06 with pseudo-sequence HLA-A02:06. The binding affinity (normalized) is 0.333. (3) The peptide sequence is LPKSMVFTA. The MHC is HLA-B07:02 with pseudo-sequence HLA-B07:02. The binding affinity (normalized) is 0.304. (4) The peptide sequence is QQLYTSPSF. The MHC is HLA-A26:01 with pseudo-sequence HLA-A26:01. The binding affinity (normalized) is 0.0847. (5) The peptide sequence is MTQNISNDK. The MHC is HLA-B18:01 with pseudo-sequence HLA-B18:01. The binding affinity (normalized) is 0.0847. (6) The peptide sequence is FLPSDYFPSV. The MHC is HLA-B35:01 with pseudo-sequence HLA-B35:01. The binding affinity (normalized) is 0. (7) The peptide sequence is RKRLMSMVK. The MHC is HLA-B07:02 with pseudo-sequence HLA-B07:02. The binding affinity (normalized) is 0.0847. (8) The peptide sequence is DIRDKYMEL. The MHC is HLA-A02:03 with pseudo-sequence HLA-A02:03. The binding affinity (normalized) is 0.237. (9) The peptide sequence is YLKKWLNSF. The MHC is HLA-B08:01 with pseudo-sequence HLA-B08:01. The binding affinity (normalized) is 0.608.